This data is from Catalyst prediction with 721,799 reactions and 888 catalyst types from USPTO. The task is: Predict which catalyst facilitates the given reaction. (1) Reactant: [NH:1]1[C:5]2=[N:6][CH:7]=[C:8]([NH2:10])[CH:9]=[C:4]2[CH:3]=[CH:2]1.C(N(CC)CC)C.[C:18](Cl)(=[O:25])[C:19]1[CH:24]=[CH:23][CH:22]=[N:21][CH:20]=1. Product: [NH:1]1[C:5]2=[N:6][CH:7]=[C:8]([NH:10][C:18](=[O:25])[C:19]3[CH:24]=[CH:23][CH:22]=[N:21][CH:20]=3)[CH:9]=[C:4]2[CH:3]=[CH:2]1. The catalyst class is: 30. (2) The catalyst class is: 3. Product: [Si:21]([O:1][CH2:2][CH:3]1[NH:8][CH2:7][CH2:6][N:5]([C:9]([O:11][C:12]([CH3:15])([CH3:14])[CH3:13])=[O:10])[CH2:4]1)([C:24]([CH3:27])([CH3:26])[CH3:25])([CH3:23])[CH3:22]. Reactant: [OH:1][CH2:2][CH:3]1[NH:8][CH2:7][CH2:6][N:5]([C:9]([O:11][C:12]([CH3:15])([CH3:14])[CH3:13])=[O:10])[CH2:4]1.N1C=CN=C1.[Si:21](Cl)([C:24]([CH3:27])([CH3:26])[CH3:25])([CH3:23])[CH3:22]. (3) Reactant: Cl.Cl.[O:3]1[C:7]2[CH:8]=[CH:9][C:10]([C:12]3([CH2:18][CH2:19][N:20]4[CH:25]5[CH2:26][CH2:27][CH:21]4[CH2:22][CH:23]([N:28]4[C:32]6[CH:33]=[CH:34][CH:35]=[CH:36][C:31]=6[N:30]=[C:29]4[CH3:37])[CH2:24]5)[CH2:17][CH2:16][NH:15][CH2:14][CH2:13]3)=[CH:11][C:6]=2[O:5][CH2:4]1.C(N(CC)CC)C.[C:45](O)(=[O:49])[CH:46]([CH3:48])[CH3:47].F[P-](F)(F)(F)(F)F.N1(OC(N(C)C)=[N+](C)C)C2N=CC=CC=2N=N1. Product: [O:3]1[C:7]2[CH:8]=[CH:9][C:10]([C:12]3([CH2:18][CH2:19][N:20]4[C@H:25]5[CH2:26][CH2:27][C@@H:21]4[CH2:22][CH:23]([N:28]4[C:32]6[CH:33]=[CH:34][CH:35]=[CH:36][C:31]=6[N:30]=[C:29]4[CH3:37])[CH2:24]5)[CH2:13][CH2:14][N:15]([C:45](=[O:49])[CH:46]([CH3:48])[CH3:47])[CH2:16][CH2:17]3)=[CH:11][C:6]=2[O:5][CH2:4]1. The catalyst class is: 35. (4) Reactant: [F:1][C:2]([F:12])([F:11])[O:3][C:4]1[CH:10]=[CH:9][CH:8]=[CH:7][C:5]=1[NH2:6].P(=O)(O)(O)O.[N+]([O-])(O)=O.[N:22]([O-])=O.[Na+].C([O-])(=O)C.[K+].[C:31]([CH2:34][C:35](=[O:37])[CH3:36])(=[O:33])[CH3:32]. Product: [F:1][C:2]([F:11])([F:12])[O:3][C:4]1[CH:10]=[CH:9][CH:8]=[CH:7][C:5]=1[NH:6][N:22]=[C:34]([C:35](=[O:37])[CH3:36])[C:31](=[O:33])[CH3:32]. The catalyst class is: 97.